This data is from Full USPTO retrosynthesis dataset with 1.9M reactions from patents (1976-2016). The task is: Predict the reactants needed to synthesize the given product. (1) Given the product [C:20]1([O:23][C:24](=[S:25])[O:13][CH:8]([C:3]2[CH:4]=[CH:5][CH:6]=[CH:7][C:2]=2[Br:1])[C:9]([F:11])([F:12])[F:10])[CH:21]=[CH:22][CH:17]=[CH:18][CH:19]=1, predict the reactants needed to synthesize it. The reactants are: [Br:1][C:2]1[CH:7]=[CH:6][CH:5]=[CH:4][C:3]=1[CH:8]([OH:13])[C:9]([F:12])([F:11])[F:10].C(Cl)Cl.[CH:17]1[CH:22]=[CH:21][C:20]([O:23][C:24](Cl)=[S:25])=[CH:19][CH:18]=1. (2) Given the product [C:20]1([C@H:26]([NH:28][C:2]2[CH2:7][CH2:6][N:5]([C:8]([O:10][C:11]([CH3:14])([CH3:13])[CH3:12])=[O:9])[CH2:4][C:3]=2[C:15]([O:17][CH2:18][CH3:19])=[O:16])[CH3:27])[CH:25]=[CH:24][CH:23]=[CH:22][CH:21]=1, predict the reactants needed to synthesize it. The reactants are: O=[C:2]1[CH2:7][CH2:6][N:5]([C:8]([O:10][C:11]([CH3:14])([CH3:13])[CH3:12])=[O:9])[CH2:4][CH:3]1[C:15]([O:17][CH2:18][CH3:19])=[O:16].[C:20]1([C@H:26]([NH2:28])[CH3:27])[CH:25]=[CH:24][CH:23]=[CH:22][CH:21]=1.CC1C=CC(S(O)(=O)=O)=CC=1. (3) Given the product [CH2:21]([N:28]1[CH:6]2[CH2:5][CH2:13][CH:11]1[CH2:10][C:3](=[O:4])[CH2:7]2)[C:22]1[CH:27]=[CH:26][CH:25]=[CH:24][CH:23]=1, predict the reactants needed to synthesize it. The reactants are: CO[CH:3]1[CH2:7][CH2:6][CH:5](OC)[O:4]1.[CH3:10][C:11]([CH3:13])=O.C(O)=O.C(O)=O.Cl.[CH2:21]([NH2:28])[C:22]1[CH:27]=[CH:26][CH:25]=[CH:24][CH:23]=1. (4) Given the product [F:1][C:2]1[CH:7]=[C:6]([N+:8]([O-:10])=[O:9])[CH:5]=[CH:4][C:3]=1[C:11]([CH3:15])([CH3:14])[CH2:12][NH:13][C:16](=[O:18])[CH3:17], predict the reactants needed to synthesize it. The reactants are: [F:1][C:2]1[CH:7]=[C:6]([N+:8]([O-:10])=[O:9])[CH:5]=[CH:4][C:3]=1[C:11]([CH3:15])([CH3:14])[CH2:12][NH2:13].[C:16](Cl)(=[O:18])[CH3:17].C(N(CC)CC)C. (5) Given the product [CH3:11][NH:12][C:13]1[CH:14]=[CH:15][C:16]([CH2:19][NH2:20])=[CH:17][N:18]=1, predict the reactants needed to synthesize it. The reactants are: NC1C(C)=CC(C#N)=CN=1.[CH3:11][NH:12][C:13]1[N:18]=[CH:17][C:16]([C:19]#[N:20])=[CH:15][CH:14]=1. (6) Given the product [Cl:40][C:23]1[S:22][C:21]([C:18]2[CH:19]=[CH:20][C:15]([C:12]3[CH:13]=[CH:14][C:9]([C:6]4([C:4]([OH:5])=[O:3])[CH2:8][CH2:7]4)=[CH:10][CH:11]=3)=[C:16]([O:41][CH3:42])[CH:17]=2)=[C:25]([NH:26][C:27]([O:29][C@@H:30]([C:32]2[CH:37]=[CH:36][C:35]([F:38])=[CH:34][C:33]=2[Cl:39])[CH3:31])=[O:28])[CH:24]=1, predict the reactants needed to synthesize it. The reactants are: C([O:3][C:4]([C:6]1([C:9]2[CH:14]=[CH:13][C:12]([C:15]3[CH:20]=[CH:19][C:18]([C:21]4[S:22][C:23]([Cl:40])=[CH:24][C:25]=4[NH:26][C:27]([O:29][C@@H:30]([C:32]4[CH:37]=[CH:36][C:35]([F:38])=[CH:34][C:33]=4[Cl:39])[CH3:31])=[O:28])=[CH:17][C:16]=3[O:41][CH3:42])=[CH:11][CH:10]=2)[CH2:8][CH2:7]1)=[O:5])C.[OH-].[Na+].Cl.